This data is from Full USPTO retrosynthesis dataset with 1.9M reactions from patents (1976-2016). The task is: Predict the reactants needed to synthesize the given product. (1) Given the product [F:8][C:6]1[CH:7]=[C:2]([C:24]#[C:23][C:17]2[CH:22]=[CH:21][CH:20]=[CH:19][CH:18]=2)[CH:3]=[C:4]([F:16])[C:5]=1[CH2:9][CH2:10][C:11]([O:13][CH2:14][CH3:15])=[O:12], predict the reactants needed to synthesize it. The reactants are: Br[C:2]1[CH:7]=[C:6]([F:8])[C:5]([CH2:9][CH2:10][C:11]([O:13][CH2:14][CH3:15])=[O:12])=[C:4]([F:16])[CH:3]=1.[C:17]1([C:23]#[CH:24])[CH:22]=[CH:21][CH:20]=[CH:19][CH:18]=1. (2) Given the product [ClH:1].[O:20]=[C:19]1[N:15]([C:12]2[N:11]=[CH:10][C:9]([C:7]([OH:8])=[O:6])=[CH:14][CH:13]=2)[NH:16][CH:17]=[C:18]1[N:21]1[CH:25]=[CH:24][N:23]=[N:22]1, predict the reactants needed to synthesize it. The reactants are: [ClH:1].C([O:6][C:7]([C:9]1[CH:10]=[N:11][C:12]([N:15]2[C:19](=[O:20])[C:18]([N:21]3[CH:25]=[CH:24][N:23]=[N:22]3)=[CH:17][NH:16]2)=[CH:13][CH:14]=1)=[O:8])(C)(C)C. (3) Given the product [CH2:38]([O:37][C:36](=[O:45])[NH:35][CH2:34][CH2:33][O:12][C:9]1[CH:10]=[CH:11][C:6]([N:1]2[CH:5]=[CH:4][CH:3]=[N:2]2)=[CH:7][CH:8]=1)[C:39]1[CH:44]=[CH:43][CH:42]=[CH:41][CH:40]=1, predict the reactants needed to synthesize it. The reactants are: [N:1]1([C:6]2[CH:11]=[CH:10][C:9]([OH:12])=[CH:8][CH:7]=2)[CH:5]=[CH:4][CH:3]=[N:2]1.C1(P(C2C=CC=CC=2)C2C=CC=CC=2)C=CC=CC=1.O[CH2:33][CH2:34][NH:35][C:36](=[O:45])[O:37][CH2:38][C:39]1[CH:44]=[CH:43][CH:42]=[CH:41][CH:40]=1.N(C(N1CCCCC1)=O)=NC(N1CCCCC1)=O. (4) Given the product [O:7]([C:13]1[S:17][C:16]([CH:18]=[O:19])=[CH:15][CH:14]=1)[C:1]1[CH:6]=[CH:5][CH:4]=[CH:3][CH:2]=1, predict the reactants needed to synthesize it. The reactants are: [C:1]1([OH:7])[CH:6]=[CH:5][CH:4]=[CH:3][CH:2]=1.[H-].[Na+].[N+]([C:13]1[S:17][C:16]([CH:18]=[O:19])=[CH:15][CH:14]=1)([O-])=O.O. (5) Given the product [C:24]([C:11]1[C:12](=[O:23])[N:13]([CH2:14][C:15]2[CH:20]=[CH:19][C:18]([CH3:21])=[CH:17][C:16]=2[CH3:22])[C:8]([C:5]2[CH:6]=[CH:7][C:2]([O:44][C:40]3[CH:41]=[C:42]4[C:37](=[CH:38][CH:39]=3)[NH:36][C:35]([C:33]([O:32][CH2:30][CH3:31])=[O:34])=[CH:43]4)=[CH:3][CH:4]=2)=[CH:9][C:10]=1[C:26]([F:27])([F:28])[F:29])#[N:25], predict the reactants needed to synthesize it. The reactants are: Br[C:2]1[CH:7]=[CH:6][C:5]([C:8]2[N:13]([CH2:14][C:15]3[CH:20]=[CH:19][C:18]([CH3:21])=[CH:17][C:16]=3[CH3:22])[C:12](=[O:23])[C:11]([C:24]#[N:25])=[C:10]([C:26]([F:29])([F:28])[F:27])[CH:9]=2)=[CH:4][CH:3]=1.[CH2:30]([O:32][C:33]([C:35]1[NH:36][C:37]2[C:42]([CH:43]=1)=[CH:41][C:40]([OH:44])=[CH:39][CH:38]=2)=[O:34])[CH3:31].P([O-])([O-])([O-])=O.[K+].[K+].[K+].C(P(C(C)(C)C)C1C=CC=CC=1C1C=CC=CC=1)(C)(C)C. (6) Given the product [ClH:17].[CH3:6][NH:7][CH2:8][CH:9]1[CH2:14][CH2:13][O:12][CH2:11][CH2:10]1, predict the reactants needed to synthesize it. The reactants are: C(O[C:6](=O)[N:7](C)[CH2:8][CH:9]1[CH2:14][CH2:13][O:12][CH2:11][CH2:10]1)(C)(C)C.[ClH:17]. (7) Given the product [F:18][CH:16]([F:17])[O:15][C:12]1[CH:13]=[CH:14][C:9]([NH:8][C:7]2[CH:19]=[CH:20][C:4]([CH:2]([NH:1][C:33]([C:30]3([NH:29][C:27]([C:25]4[CH:24]=[N:23][CH:22]=[N:21][CH:26]=4)=[O:28])[CH2:32][CH2:31]3)=[O:34])[CH3:3])=[CH:5][CH:6]=2)=[CH:10][CH:11]=1, predict the reactants needed to synthesize it. The reactants are: [NH2:1][CH:2]([C:4]1[CH:20]=[CH:19][C:7]([NH:8][C:9]2[CH:14]=[CH:13][C:12]([O:15][CH:16]([F:18])[F:17])=[CH:11][CH:10]=2)=[CH:6][CH:5]=1)[CH3:3].[N:21]1[CH:26]=[C:25]([C:27]([NH:29][C:30]2([C:33](O)=[O:34])[CH2:32][CH2:31]2)=[O:28])[CH:24]=[N:23][CH:22]=1. (8) Given the product [CH2:15]([C:8]1[CH:9]=[C:10]([F:14])[C:11]([F:13])=[CH:12][C:7]=1[B:27]1[O:28][C:29]([CH3:31])([CH3:30])[C:25]([CH3:41])([CH3:24])[O:26]1)[CH3:16], predict the reactants needed to synthesize it. The reactants are: FC(F)(F)S(O[C:7]1[CH:12]=[C:11]([F:13])[C:10]([F:14])=[CH:9][C:8]=1[CH2:15][CH3:16])(=O)=O.C([O-])(=O)C.[K+].[CH3:24][C:25]1([CH3:41])[C:29]([CH3:31])([CH3:30])[O:28][B:27]([B:27]2[O:28][C:29]([CH3:31])([CH3:30])[C:25]([CH3:41])([CH3:24])[O:26]2)[O:26]1.